Dataset: Catalyst prediction with 721,799 reactions and 888 catalyst types from USPTO. Task: Predict which catalyst facilitates the given reaction. (1) Reactant: [C:1]([CH2:3][C:4]1([N:22]2[CH:26]=[C:25]([C:27]3[C:28]4[CH:35]=[CH:34][N:33]([CH2:36][O:37][CH2:38][CH2:39][Si:40]([CH3:43])([CH3:42])[CH3:41])[C:29]=4[N:30]=[CH:31][N:32]=3)[CH:24]=[N:23]2)[CH2:7][N:6]([CH:8]2[CH2:13][CH2:12][N:11](C(OC(C)(C)C)=O)[CH:10]([CH3:21])[CH2:9]2)[CH2:5]1)#[N:2].Cl.O1CCOCC1. Product: [CH3:21][CH:10]1[CH2:9][CH:8]([N:6]2[CH2:7][C:4]([CH2:3][C:1]#[N:2])([N:22]3[CH:26]=[C:25]([C:27]4[C:28]5[CH:35]=[CH:34][N:33]([CH2:36][O:37][CH2:38][CH2:39][Si:40]([CH3:42])([CH3:41])[CH3:43])[C:29]=5[N:30]=[CH:31][N:32]=4)[CH:24]=[N:23]3)[CH2:5]2)[CH2:13][CH2:12][NH:11]1. The catalyst class is: 5. (2) Reactant: [NH2:1][CH:2]([CH2:13][NH2:14])[C:3]([NH:5][CH:6]1[CH2:11][CH2:10][CH:9]([CH3:12])[CH2:8][CH2:7]1)=[O:4].C[CH:16]1[CH2:20][CH:19]([CH3:21])[C:18](=O)[C:17]1=[O:23].[CH3:24]C1C=CC(S([O-])(=O)=O)=CC=1.C1C=C[NH+]=CC=1. Product: [OH:23][C:17]1([CH3:24])[C:16]2=[N:1][C:2]([C:3]([NH:5][C@H:6]3[CH2:11][CH2:10][C@H:9]([CH3:12])[CH2:8][CH2:7]3)=[O:4])=[CH:13][N:14]=[C:20]2[CH:19]([CH3:21])[CH2:18]1. The catalyst class is: 48. (3) The catalyst class is: 92. Reactant: C[O:2][C:3]([C:5]1[CH:6]=[CH:7][C:8]2[O:12][C:11]([CH:13]([CH:16]([C:18]3[CH:23]=[CH:22][C:21]([O:24][CH2:25][C:26](=[O:31])[C:27]([CH3:30])([CH3:29])[CH3:28])=[C:20]([CH:32]([CH3:34])[CH3:33])[CH:19]=3)[CH3:17])[CH2:14][CH3:15])=[CH:10][C:9]=2[CH:35]=1)=[O:4].[OH-].[Na+]. Product: [CH3:30][C:27]([CH3:28])([CH3:29])[C:26](=[O:31])[CH2:25][O:24][C:21]1[CH:22]=[CH:23][C:18]([CH:16]([CH:13]([C:11]2[O:12][C:8]3[CH:7]=[CH:6][C:5]([C:3]([OH:4])=[O:2])=[CH:35][C:9]=3[CH:10]=2)[CH2:14][CH3:15])[CH3:17])=[CH:19][C:20]=1[CH:32]([CH3:33])[CH3:34]. (4) Reactant: [CH2:1]([O:3][C:4]1[CH:13]=[C:12]2[C:7]([CH2:8][CH2:9][CH:10]([NH:14][CH2:15][CH2:16][CH3:17])[CH2:11]2)=[CH:6][CH:5]=1)[CH3:2].[CH3:18][S:19]([N:22]1[CH2:27][CH2:26][CH:25]([CH:28]=O)[CH2:24][CH2:23]1)(=[O:21])=[O:20].CCN(C(C)C)C(C)C.C(O[BH-](OC(=O)C)OC(=O)C)(=O)C.[Na+]. Product: [CH2:1]([O:3][C:4]1[CH:13]=[C:12]2[C:7]([CH2:8][CH2:9][CH:10]([N:14]([CH2:28][CH:25]3[CH2:26][CH2:27][N:22]([S:19]([CH3:18])(=[O:21])=[O:20])[CH2:23][CH2:24]3)[CH2:15][CH2:16][CH3:17])[CH2:11]2)=[CH:6][CH:5]=1)[CH3:2]. The catalyst class is: 26. (5) Reactant: ClC([O:4][CH2:5]C)=O.[C:7]([O:11][C:12]([N:14]1[CH2:19][CH2:18][C:17]([CH3:23])(C(O)=O)[CH2:16][CH2:15]1)=[O:13])([CH3:10])([CH3:9])[CH3:8].C([N:26](CC)CC)C.[N-]=[N+]=[N-].[Na+]. Product: [N:26]([C:17]1([CH3:23])[CH2:16][CH2:15][N:14]([C:12]([O:11][C:7]([CH3:8])([CH3:9])[CH3:10])=[O:13])[CH2:19][CH2:18]1)=[C:5]=[O:4]. The catalyst class is: 7.